Task: Predict the product of the given reaction.. Dataset: Forward reaction prediction with 1.9M reactions from USPTO patents (1976-2016) (1) Given the reactants [CH3:1][N:2]([CH3:11])[C:3]1[CH:4]=[C:5]([CH:8]=[CH:9][CH:10]=1)[CH2:6][OH:7].[H-].[Na+].CS(O[CH2:19][CH2:20][O:21][CH2:22][CH2:23][CH2:24][CH2:25][CH2:26][CH2:27][N:28]1[CH2:32][C@@H:31]([C:33]2[CH:44]=[CH:43][C:36]3[O:37][C:38]([CH3:42])([CH3:41])[O:39][CH2:40][C:35]=3[CH:34]=2)[O:30][C:29]1=[O:45])(=O)=O.P([O-])([O-])([O-])=O, predict the reaction product. The product is: [CH3:1][N:2]([CH3:11])[C:3]1[CH:4]=[C:5]([CH:8]=[CH:9][CH:10]=1)[CH2:6][O:7][CH2:19][CH2:20][O:21][CH2:22][CH2:23][CH2:24][CH2:25][CH2:26][CH2:27][N:28]1[CH2:32][C@@H:31]([C:33]2[CH:44]=[CH:43][C:36]3[O:37][C:38]([CH3:41])([CH3:42])[O:39][CH2:40][C:35]=3[CH:34]=2)[O:30][C:29]1=[O:45]. (2) Given the reactants C1(CBr)CC1.CC1C=CC(S(O[CH2:17][CH2:18][CH:19]2[CH2:21][CH2:20]2)(=O)=O)=CC=1.[CH3:22][C:23]1[N:24]=[C:25]([N:33]2[CH2:37][CH2:36][NH:35][C:34]2=[O:38])[S:26][C:27]=1[C:28]([O:30][CH2:31][CH3:32])=[O:29], predict the reaction product. The product is: [CH:19]1([CH2:18][CH2:17][N:35]2[CH2:36][CH2:37][N:33]([C:25]3[S:26][C:27]([C:28]([O:30][CH2:31][CH3:32])=[O:29])=[C:23]([CH3:22])[N:24]=3)[C:34]2=[O:38])[CH2:20][CH2:21]1. (3) Given the reactants [N:1]1[N:2]=[CH:3][N:4]([CH:6]2[C@@H:11]3[C@H:7]2[CH2:8][N:9](C(OC(C)(C)C)=O)[CH2:10]3)[CH:5]=1.[ClH:19], predict the reaction product. The product is: [ClH:19].[N:1]1[N:2]=[CH:3][N:4]([CH:6]2[C@@H:7]3[C@H:11]2[CH2:10][NH:9][CH2:8]3)[CH:5]=1. (4) Given the reactants [CH:1]([C:3]1[CH:4]=[N:5][NH:6][C:7]=1[C:8]([O:10]CC)=[O:9])=[O:2].CO.[OH-].[Na+].Cl, predict the reaction product. The product is: [CH:1]([C:3]1[CH:4]=[N:5][NH:6][C:7]=1[C:8]([OH:10])=[O:9])=[O:2]. (5) Given the reactants [H-].[Na+].[O:3]1[CH2:8][CH2:7][CH2:6][CH2:5][CH:4]1[C:9]([O:11]C)=O.[C:13](#[N:15])[CH3:14].Cl, predict the reaction product. The product is: [O:11]=[C:9]([CH:4]1[CH2:5][CH2:6][CH2:7][CH2:8][O:3]1)[CH2:14][C:13]#[N:15]. (6) The product is: [NH2:15][C:12]1[CH:13]=[CH:14][C:9]([O:8][CH2:7][C:4]2([OH:6])[CH2:5][C:2]([F:20])([F:1])[CH2:3]2)=[C:10]([O:18][CH3:19])[CH:11]=1. Given the reactants [F:1][C:2]1([F:20])[CH2:5][C:4]([CH2:7][O:8][C:9]2[CH:14]=[CH:13][C:12]([N+:15]([O-])=O)=[CH:11][C:10]=2[O:18][CH3:19])([OH:6])[CH2:3]1, predict the reaction product. (7) Given the reactants Cl[S:2]([C:5]1[CH:14]=[CH:13][C:8]([C:9]([O:11][CH3:12])=[O:10])=[CH:7][CH:6]=1)(=[O:4])=[O:3].[Cl:15][C:16]1[CH:17]=[C:18]([CH3:23])[C:19]([NH2:22])=[N:20][CH:21]=1, predict the reaction product. The product is: [Cl:15][C:16]1[CH:17]=[C:18]([CH3:23])[C:19]([NH:22][S:2]([C:5]2[CH:14]=[CH:13][C:8]([C:9]([O:11][CH3:12])=[O:10])=[CH:7][CH:6]=2)(=[O:4])=[O:3])=[N:20][CH:21]=1.